Dataset: Forward reaction prediction with 1.9M reactions from USPTO patents (1976-2016). Task: Predict the product of the given reaction. (1) Given the reactants [N+:1]([C:4]1[CH:9]=[CH:8][C:7]([S:10](Cl)(=[O:12])=[O:11])=[CH:6][CH:5]=1)([O-:3])=[O:2].[CH2:14]([N:16]([CH2:20][CH3:21])[CH2:17][CH2:18][NH2:19])[CH3:15].C(N(CC)CC)C, predict the reaction product. The product is: [CH2:14]([N:16]([CH2:20][CH3:21])[CH2:17][CH2:18][NH:19][S:10]([C:7]1[CH:8]=[CH:9][C:4]([N+:1]([O-:3])=[O:2])=[CH:5][CH:6]=1)(=[O:12])=[O:11])[CH3:15]. (2) Given the reactants C(NC(C)C)(C)C.C([Li])CCC.[CH3:13][O:14][CH:15](P(=O)(C1C=CC=CC=1)C1C=CC=CC=1)[O:16]C.[Cl:32][C:33]1[C:38]([CH:39]=O)=[CH:37][C:36]([Cl:41])=[CH:35][N:34]=1.CC(C)([O-])C.[K+].Cl, predict the reaction product. The product is: [CH3:13][O:14][C:15](=[O:16])[CH2:39][C:38]1[C:33]([Cl:32])=[N:34][CH:35]=[C:36]([Cl:41])[CH:37]=1. (3) Given the reactants Cl[CH2:2][C:3]([N:5]1[C:14]2[C:9](=[CH:10][CH:11]=[CH:12][CH:13]=2)[CH2:8][CH2:7][CH2:6]1)=[O:4].[C:15]1([N:21]2[CH:25]=[CH:24][N:23]=[C:22]2[SH:26])[CH:20]=[CH:19][CH:18]=[CH:17][CH:16]=1, predict the reaction product. The product is: [N:5]1([C:3](=[O:4])[CH2:2][S:26][C:22]2[N:21]([C:15]3[CH:20]=[CH:19][CH:18]=[CH:17][CH:16]=3)[CH:25]=[CH:24][N:23]=2)[C:14]2[C:9](=[CH:10][CH:11]=[CH:12][CH:13]=2)[CH2:8][CH2:7][CH2:6]1. (4) Given the reactants CCOC(/N=N/C(OCC)=O)=O.C([O:15][C:16]([C:18]1[NH:19][C:20]2[C:25]([CH:26]=1)=[C:24]([OH:27])[CH:23]=[CH:22][CH:21]=2)=[O:17])C.[C:45]1(P([C:41]2[CH:46]=[CH:45][CH:44]=CC=2)[C:45]2[CH:44]=CC=[CH:41][CH:46]=2)[CH:44]=CC=[CH:41][CH:46]=1.C1(CO)CC1, predict the reaction product. The product is: [CH:46]1([CH2:41][O:27][C:24]2[CH:23]=[CH:22][CH:21]=[C:20]3[C:25]=2[CH:26]=[C:18]([C:16]([OH:15])=[O:17])[NH:19]3)[CH2:44][CH2:45]1.